Dataset: Catalyst prediction with 721,799 reactions and 888 catalyst types from USPTO. Task: Predict which catalyst facilitates the given reaction. (1) Reactant: I[C:2]1[CH:7]=[CH:6][N:5]=[C:4]2[N:8]([CH2:21][O:22][CH2:23][CH2:24][Si:25]([CH3:28])([CH3:27])[CH3:26])[C:9]([C:11]3[CH:20]=[CH:19][C:14]([C:15]([O:17][CH3:18])=[O:16])=[CH:13][CH:12]=3)=[N:10][C:3]=12.[C:29]([CH2:31][CH2:32][NH:33][C:34]([C:36]1[CH:37]=[C:38](B(O)O)[CH:39]=[CH:40][CH:41]=1)=[O:35])#[N:30]. Product: [C:29]([CH2:31][CH2:32][NH:33][C:34]([C:36]1[CH:41]=[C:40]([C:2]2[CH:7]=[CH:6][N:5]=[C:4]3[N:8]([CH2:21][O:22][CH2:23][CH2:24][Si:25]([CH3:28])([CH3:27])[CH3:26])[C:9]([C:11]4[CH:20]=[CH:19][C:14]([C:15]([O:17][CH3:18])=[O:16])=[CH:13][CH:12]=4)=[N:10][C:3]=23)[CH:39]=[CH:38][CH:37]=1)=[O:35])#[N:30]. The catalyst class is: 20. (2) Reactant: [N:1]1([C:7]2[S:11][C:10]([CH:12]=[O:13])=[CH:9][CH:8]=2)[CH2:6][CH2:5][NH:4][CH2:3][CH2:2]1.[CH3:14][C:15]([O:18][C:19](O[C:19]([O:18][C:15]([CH3:17])([CH3:16])[CH3:14])=[O:20])=[O:20])([CH3:17])[CH3:16]. Product: [CH:12]([C:10]1[S:11][C:7]([N:1]2[CH2:2][CH2:3][N:4]([C:19]([O:18][C:15]([CH3:17])([CH3:16])[CH3:14])=[O:20])[CH2:5][CH2:6]2)=[CH:8][CH:9]=1)=[O:13]. The catalyst class is: 8. (3) Reactant: [CH3:1][C:2]1[C:11]([OH:12])=[CH:10][C:9]2[C:4](=[CH:5][CH:6]=[N:7][CH:8]=2)[N:3]=1.Cl[C:14]1[C:23]2[C:18](=[CH:19][C:20]([O:26][CH3:27])=[C:21]([O:24][CH3:25])[CH:22]=2)[N:17]=[CH:16][CH:15]=1.O. Product: [CH3:25][O:24][C:21]1[CH:22]=[C:23]2[C:18](=[CH:19][C:20]=1[O:26][CH3:27])[N:17]=[CH:16][CH:15]=[C:14]2[O:12][C:11]1[C:2]([CH3:1])=[N:3][C:4]2[C:9]([CH:10]=1)=[CH:8][N:7]=[CH:6][CH:5]=2. The catalyst class is: 420. (4) Reactant: [I:1][C:2]1[CH:10]=[CH:9][C:5]([C:6](O)=[O:7])=[CH:4][CH:3]=1.S(Cl)([Cl:13])=O. Product: [I:1][C:2]1[CH:10]=[CH:9][C:5]([C:6]([Cl:13])=[O:7])=[CH:4][CH:3]=1. The catalyst class is: 9.